This data is from Reaction yield outcomes from USPTO patents with 853,638 reactions. The task is: Predict the reaction yield, written as a fraction of the theoretical maximum amount of product (1.0 means a 100% yield; for example, 0.34 means a 34% yield). The reactants are [Br:1][C:2]1[CH:3]=[C:4]2[C:12](=[CH:13][CH:14]=1)[NH:11][C:10]1[CH:9]=[C:8]3[C:15]([CH3:23])([CH3:22])[C:16]4[C:21]([C:7]3=[CH:6][C:5]2=1)=[CH:20][CH:19]=[CH:18][CH:17]=4.[CH3:24][C:25]([O:28][C:29](O[C:29]([O:28][C:25]([CH3:27])([CH3:26])[CH3:24])=[O:30])=[O:30])([CH3:27])[CH3:26].O. The catalyst is C1COCC1.CN(C1C=CN=CC=1)C. The product is [Br:1][C:2]1[CH:3]=[C:4]2[C:12](=[CH:13][CH:14]=1)[N:11]([C:29]([O:28][C:25]([CH3:27])([CH3:26])[CH3:24])=[O:30])[C:10]1[CH:9]=[C:8]3[C:15]([CH3:23])([CH3:22])[C:16]4[C:21]([C:7]3=[CH:6][C:5]2=1)=[CH:20][CH:19]=[CH:18][CH:17]=4. The yield is 0.770.